Dataset: Full USPTO retrosynthesis dataset with 1.9M reactions from patents (1976-2016). Task: Predict the reactants needed to synthesize the given product. (1) Given the product [C:33]([C:29]1[C:28](=[O:36])[C@@:27]2([CH3:37])[C:23]3[C:22]([OH:38])=[CH:21][C:20]([O:39][CH3:40])=[C:19]([C:17]([NH:16][CH2:15][C:13]4[C:12]5[C:7](=[CH:8][CH:9]=[CH:10][CH:11]=5)[CH:6]=[CH:5][C:14]=4[OH:49])=[O:18])[C:24]=3[O:25][C:26]2=[CH:31][C:41]=1[OH:44])(=[O:35])[CH3:34], predict the reactants needed to synthesize it. The reactants are: C(O[C:5]1[CH:14]=[C:13]([CH2:15][NH:16][C:17]([C:19]2[C:24]3[O:25][C:26]4[C@@:27]([CH3:37])([C:28](=[O:36])[C:29]([C:33](=[O:35])[CH3:34])=C(O)[CH:31]=4)[C:23]=3[C:22]([OH:38])=[CH:21][C:20]=2[O:39][CH3:40])=[O:18])[C:12]2[C:7](=[CH:8][CH:9]=[CH:10][CH:11]=2)[CH:6]=1)(=O)C.[C:41](=[O:44])([O-])[O-].[K+].[K+].Cl.C[OH:49]. (2) Given the product [C:64]([C:59]1[CH:60]=[CH:61][CH:62]=[CH:63][C:58]=1[NH:57][C@@H:4]([CH2:5][C:6]1[CH:11]=[CH:10][C:9]([O:12][CH2:13]/[CH:14]=[CH:15]/[C:16]#[C:17][C:18]2[CH:23]=[CH:22][C:21]([C:24]#[C:25]/[CH:26]=[CH:27]/[CH2:28][O:29][C:30]3[CH:35]=[CH:34][C:33]([CH2:36][C@H:37]([NH:42][C:43]4[CH:48]=[CH:47][CH:46]=[CH:45][C:44]=4[C:49](=[O:56])[C:50]4[CH:55]=[CH:54][CH:53]=[CH:52][CH:51]=4)[C:38]([OH:40])=[O:39])=[CH:32][CH:31]=3)=[CH:20][CH:19]=2)=[CH:8][CH:7]=1)[C:3]([OH:72])=[O:2])(=[O:71])[C:65]1[CH:66]=[CH:67][CH:68]=[CH:69][CH:70]=1, predict the reactants needed to synthesize it. The reactants are: C[O:2][C:3](=[O:72])[C@@H:4]([NH:57][C:58]1[CH:63]=[CH:62][CH:61]=[CH:60][C:59]=1[C:64](=[O:71])[C:65]1[CH:70]=[CH:69][CH:68]=[CH:67][CH:66]=1)[CH2:5][C:6]1[CH:11]=[CH:10][C:9]([O:12][CH2:13]/[CH:14]=[CH:15]/[C:16]#[C:17][C:18]2[CH:23]=[CH:22][C:21]([C:24]#[C:25]/[CH:26]=[CH:27]/[CH2:28][O:29][C:30]3[CH:35]=[CH:34][C:33]([CH2:36][C@H:37]([NH:42][C:43]4[CH:48]=[CH:47][CH:46]=[CH:45][C:44]=4[C:49](=[O:56])[C:50]4[CH:55]=[CH:54][CH:53]=[CH:52][CH:51]=4)[C:38]([O:40]C)=[O:39])=[CH:32][CH:31]=3)=[CH:20][CH:19]=2)=[CH:8][CH:7]=1.[OH-].[Na+]. (3) Given the product [CH:32]1([C:27]([CH:29]2[CH2:30][CH2:31]2)([OH:28])[C:24]2([C:16]3[O:15][N:14]=[C:13]([C:10]4[CH:9]=[CH:8][C:7]([OH:6])=[CH:12][CH:11]=4)[C:17]=3[C:18]3[CH:19]=[CH:20][CH:21]=[CH:22][CH:23]=3)[CH2:25][CH2:26]2)[CH2:34][CH2:33]1, predict the reactants needed to synthesize it. The reactants are: C([Si](C)(C)[O:6][C:7]1[CH:12]=[CH:11][C:10]([C:13]2[C:17]([C:18]3[CH:23]=[CH:22][CH:21]=[CH:20][CH:19]=3)=[C:16]([C:24]3([C:27]([CH:32]4[CH2:34][CH2:33]4)([CH:29]4[CH2:31][CH2:30]4)[OH:28])[CH2:26][CH2:25]3)[O:15][N:14]=2)=[CH:9][CH:8]=1)(C)(C)C.O.[F-].C([N+](CCCC)(CCCC)CCCC)CCC.[Cl-].[NH4+]. (4) Given the product [CH3:1][O:2][C:3]([C:5]1[C:6]([NH2:20])=[C:7]([C:14]#[CH:15])[CH:8]=[C:9]2[C:13]=1[NH:12][N:11]=[CH:10]2)=[O:4], predict the reactants needed to synthesize it. The reactants are: [CH3:1][O:2][C:3]([C:5]1[C:6]([NH2:20])=[C:7]([C:14]#[C:15][Si](C)(C)C)[CH:8]=[C:9]2[C:13]=1[NH:12][N:11]=[CH:10]2)=[O:4].[F-].C([N+](CCCC)(CCCC)CCCC)CCC.O.C(OC)(C)(C)C. (5) The reactants are: [OH-].[Na+].[CH3:3][C:4]1[CH:9]=[CH:8][CH:7]=[CH:6][C:5]=1[C:10]1[CH:15]=[CH:14][C:13]([C:16]([O:18]C)=[O:17])=[CH:12][C:11]=1[C:20]([F:23])([F:22])[F:21].O. Given the product [CH3:3][C:4]1[CH:9]=[CH:8][CH:7]=[CH:6][C:5]=1[C:10]1[CH:15]=[CH:14][C:13]([C:16]([OH:18])=[O:17])=[CH:12][C:11]=1[C:20]([F:21])([F:22])[F:23], predict the reactants needed to synthesize it. (6) Given the product [F:19][C:20]1[CH:21]=[CH:22][C:23]([N:26]2[C:30]([C:2]3[CH:3]=[CH:4][C:5]4[N:6]([C:8]([C:11]5[CH:16]=[CH:15][C:14]([O:17][CH3:18])=[CH:13][CH:12]=5)=[CH:9][N:10]=4)[CH:7]=3)=[CH:29][CH:28]=[N:27]2)=[CH:24][CH:25]=1, predict the reactants needed to synthesize it. The reactants are: Br[C:2]1[CH:3]=[CH:4][C:5]2[N:6]([C:8]([C:11]3[CH:16]=[CH:15][C:14]([O:17][CH3:18])=[CH:13][CH:12]=3)=[CH:9][N:10]=2)[CH:7]=1.[F:19][C:20]1[CH:25]=[CH:24][C:23]([N:26]2[C:30](B3OC(C)(C)C(C)(C)O3)=[CH:29][CH:28]=[N:27]2)=[CH:22][CH:21]=1. (7) Given the product [Cl:1][C:2]1[CH:3]=[C:4]([CH:5]=[CH:6][C:7]=1[Cl:8])[CH2:9][NH:10][C:12]1[CH:21]=[CH:20][C:15]([C:16]([O:18][CH3:19])=[O:17])=[CH:14][N:13]=1, predict the reactants needed to synthesize it. The reactants are: [Cl:1][C:2]1[CH:3]=[C:4]([CH2:9][NH2:10])[CH:5]=[CH:6][C:7]=1[Cl:8].Cl[C:12]1[CH:21]=[CH:20][C:15]([C:16]([O:18][CH3:19])=[O:17])=[CH:14][N:13]=1. (8) Given the product [OH:22][CH2:21][C:16]1[N:17]=[C:18]([O:19][CH3:20])[C:13]([NH:12][S:9]([C:3]2[CH:4]=[CH:5][CH:6]=[C:7]([Cl:8])[C:2]=2[Cl:1])(=[O:10])=[O:11])=[N:14][C:15]=1[CH2:25][OH:26], predict the reactants needed to synthesize it. The reactants are: [Cl:1][C:2]1[C:7]([Cl:8])=[CH:6][CH:5]=[CH:4][C:3]=1[S:9]([NH:12][C:13]1[N:14]=[C:15]([C:25](OC)=[O:26])[C:16]([C:21](OC)=[O:22])=[N:17][C:18]=1[O:19][CH3:20])(=[O:11])=[O:10].C([BH-](CC)CC)C.[Li+]. (9) Given the product [CH3:1][C:2]1[CH:3]=[CH:4][C:5]([C:8]2[CH:9]=[C:10]([CH:18]=[C:19]([C:21]3[CH2:25][C@@H:24]([C:26]4[CH:31]=[CH:30][CH:29]=[CH:28][N:27]=4)[O:23][N:22]=3)[CH:20]=2)[C:11]([OH:13])=[O:12])=[N:6][CH:7]=1, predict the reactants needed to synthesize it. The reactants are: [CH3:1][C:2]1[CH:3]=[CH:4][C:5]([C:8]2[CH:9]=[C:10]([CH:18]=[C:19]([C:21]3[CH2:25][C@@H:24]([C:26]4[CH:31]=[CH:30][CH:29]=[CH:28][N:27]=4)[O:23][N:22]=3)[CH:20]=2)[C:11]([O:13]C(C)(C)C)=[O:12])=[N:6][CH:7]=1.Cl. (10) Given the product [Br:1][C:2]1[CH:7]=[CH:6][C:5]([F:8])=[CH:4][C:3]=1[CH2:9][O:10][C:29](=[O:34])[C:30]([CH3:33])([CH3:32])[CH3:31], predict the reactants needed to synthesize it. The reactants are: [Br:1][C:2]1[CH:7]=[CH:6][C:5]([F:8])=[CH:4][C:3]=1[CH2:9][OH:10].CCN(C(C)C)C(C)C.CN(C1C=CC=CN=1)C.[C:29](Cl)(=[O:34])[C:30]([CH3:33])([CH3:32])[CH3:31].